From a dataset of Full USPTO retrosynthesis dataset with 1.9M reactions from patents (1976-2016). Predict the reactants needed to synthesize the given product. (1) Given the product [F:22][C:19]1[CH:20]=[CH:21][C:16]([CH2:15][CH2:14][C:11]2[CH:12]=[CH:13][C:8]([NH:7][C:5](=[O:6])[CH2:4][C:3]([NH2:24])=[O:2])=[CH:9][CH:10]=2)=[CH:17][CH:18]=1, predict the reactants needed to synthesize it. The reactants are: C[O:2][C:3](=O)[CH2:4][C:5]([NH:7][C:8]1[CH:13]=[CH:12][C:11]([CH2:14][CH2:15][C:16]2[CH:21]=[CH:20][C:19]([F:22])=[CH:18][CH:17]=2)=[CH:10][CH:9]=1)=[O:6].[NH3:24]. (2) Given the product [Cl:1][C:2]1[CH:3]=[CH:4][C:5]([CH2:6][N:7]2[C:15]3[C:10](=[CH:11][CH:12]=[CH:13][CH:14]=3)[CH:9]=[C:8]2[C:16]([OH:18])=[O:17])=[CH:21][CH:22]=1, predict the reactants needed to synthesize it. The reactants are: [Cl:1][C:2]1[CH:22]=[CH:21][C:5]([CH2:6][N:7]2[C:15]3[C:10](=[CH:11][CH:12]=[CH:13][CH:14]=3)[CH:9]=[C:8]2[C:16]([O:18]CC)=[O:17])=[CH:4][CH:3]=1.[OH-].[Li+]. (3) Given the product [OH:21][C@@H:19]([C:8]1[N:7]([C@H:4]2[CH2:5][CH2:6][N:2]([CH2:25][CH2:24][C:23]#[N:22])[CH2:3]2)[C:11]2=[C:12]3[S:18][CH:17]=[CH:16][C:13]3=[N:14][CH:15]=[C:10]2[N:9]=1)[CH3:20], predict the reactants needed to synthesize it. The reactants are: Cl.[NH:2]1[CH2:6][CH2:5][C@H:4]([N:7]2[C:11]3=[C:12]4[S:18][CH:17]=[CH:16][C:13]4=[N:14][CH:15]=[C:10]3[N:9]=[C:8]2[C@H:19]([OH:21])[CH3:20])[CH2:3]1.[N:22]12[CH2:25][CH2:24][CH2:23][N:22]=C1CC[CH2:25][CH2:24][CH2:23]2.C(#N)C=C. (4) The reactants are: [NH2:1][C:2]1[N:7]=[C:6]([C:8]2[CH:13]=[CH:12][C:11]([CH2:14][C@H:15]([NH:19][C:20]([O:22][C:23]([CH3:26])([CH3:25])[CH3:24])=[O:21])[C:16]([OH:18])=[O:17])=[CH:10][CH:9]=2)[CH:5]=[C:4]([O:27][CH:28]([C:33]2[CH:38]=[CH:37][C:36](Br)=[CH:35][C:34]=2[F:40])[C:29]([F:32])([F:31])[F:30])[N:3]=1.[CH3:41][O:42][C:43]1[CH:44]=[N:45][CH:46]=[C:47](B2OC(C)(C)C(C)(C)O2)[CH:48]=1.C(#N)C.C(=O)([O-])[O-].[Na+].[Na+]. Given the product [NH2:1][C:2]1[N:7]=[C:6]([C:8]2[CH:13]=[CH:12][C:11]([CH2:14][C@H:15]([NH:19][C:20]([O:22][C:23]([CH3:26])([CH3:25])[CH3:24])=[O:21])[C:16]([OH:18])=[O:17])=[CH:10][CH:9]=2)[CH:5]=[C:4]([O:27][CH:28]([C:33]2[CH:38]=[CH:37][C:36]([C:47]3[CH:46]=[N:45][CH:44]=[C:43]([O:42][CH3:41])[CH:48]=3)=[CH:35][C:34]=2[F:40])[C:29]([F:32])([F:31])[F:30])[N:3]=1, predict the reactants needed to synthesize it. (5) Given the product [CH2:1]([NH:3][C:4](=[O:5])[C@@H:6]1[CH2:10][CH:9]([F:11])[CH2:8][NH:7]1)[CH3:2], predict the reactants needed to synthesize it. The reactants are: [CH2:1]([NH:3][C:4]([C@@H:6]1[CH2:10][CH:9]([F:11])[CH2:8][N:7]1C(OCC1C=CC=CC=1)=O)=[O:5])[CH3:2]. (6) Given the product [NH2:24][C@@H:6]([CH2:5][C:4]1[CH:3]=[C:2]([F:1])[CH:34]=[C:33]([F:35])[CH:32]=1)[C@H:7]([OH:23])[CH2:8][NH:9][CH:10]1[C:19]2[C:14](=[CH:15][CH:16]=[C:17]([CH2:20][CH3:21])[CH:18]=2)[N:13]([CH3:22])[CH2:12][CH2:11]1, predict the reactants needed to synthesize it. The reactants are: [F:1][C:2]1[CH:3]=[C:4]([CH:32]=[C:33]([F:35])[CH:34]=1)[CH2:5][C@H:6]([NH:24]C(=O)OC(C)(C)C)[C@H:7]([OH:23])[CH2:8][NH:9][CH:10]1[C:19]2[C:14](=[CH:15][CH:16]=[C:17]([CH2:20][CH3:21])[CH:18]=2)[N:13]([CH3:22])[CH2:12][CH2:11]1.Cl. (7) Given the product [Cl:3][C:4]1[CH:5]=[C:6]([CH2:19][C:20]2[N:25]=[C:24]([C:26]([OH:28])=[O:27])[CH:23]=[CH:22][CH:21]=2)[C:7]2[O:11][C:10]([C:12]3[CH:13]=[CH:14][CH:15]=[CH:16][CH:17]=3)=[CH:9][C:8]=2[CH:18]=1, predict the reactants needed to synthesize it. The reactants are: [OH-].[Na+].[Cl:3][C:4]1[CH:5]=[C:6]([CH2:19][C:20]2[N:25]=[C:24]([C:26]([O:28]CC)=[O:27])[CH:23]=[CH:22][CH:21]=2)[C:7]2[O:11][C:10]([C:12]3[CH:17]=[CH:16][CH:15]=[CH:14][CH:13]=3)=[CH:9][C:8]=2[CH:18]=1. (8) Given the product [C:28]12([C:27]3[C:22]([O:21][C:18]4[N:17]=[CH:16][C:15]([NH:14][C:12](=[O:13])[C@:9]([CH3:34])([CH2:10][CH3:11])[NH2:5])=[CH:20][CH:19]=4)=[CH:23][CH:24]=[CH:25][C:26]=3[CH2:33][O:32][CH2:31]1)[CH2:29][CH2:30]2, predict the reactants needed to synthesize it. The reactants are: CC([N:5]([C@@:9]([CH3:34])([C:12]([NH:14][C:15]1[CH:16]=[N:17][C:18]([O:21][C:22]2[C:27]3[C:28]4([CH2:31][O:32][CH2:33][C:26]=3[CH:25]=[CH:24][CH:23]=2)[CH2:30][CH2:29]4)=[CH:19][CH:20]=1)=[O:13])[CH2:10][CH3:11])C(=O)[O-])(C)C.C(O)(C(F)(F)F)=O.C([O-])(O)=O.[Na+]. (9) Given the product [CH2:34]([CH2:3][CH:2]([CH2:4][CH2:5][CH2:6][C@H:7]([C@@H:9]1[C@:27]2([CH3:28])[C@H:12]([C@H:13]3[C@H:24]([CH2:25][CH2:26]2)[C@:22]2([CH3:23])[C:16]([CH2:17][C@H:18]([CH2:20][CH2:21]2)[OH:19])=[CH:15][CH2:14]3)[CH2:11][CH2:10]1)[CH3:8])[CH3:1])[CH:33]1[O:32][CH2:30]1, predict the reactants needed to synthesize it. The reactants are: [CH3:1][CH:2]([CH2:4][CH2:5][CH2:6][C@H:7]([C@@H:9]1[C@:27]2([CH3:28])[C@H:12]([C@H:13]3[C@H:24]([CH2:25][CH2:26]2)[C@:22]2([CH3:23])[C:16]([CH2:17][C@H:18]([CH2:20][CH2:21]2)[OH:19])=[CH:15][CH2:14]3)[CH2:11][CH2:10]1)[CH3:8])[CH3:3].N[C:30]([O:32][CH2:33][CH3:34])=O.CC(C)([O-])C.[Li+].C(C1OC1)Br. (10) Given the product [CH3:25][O:24][CH2:23][O:22][C:11]1[CH:10]=[C:7]([CH:6]=[C:5]([O:4][CH2:3][O:2][CH3:1])[C:12]=1[CH2:13]/[CH:14]=[CH:15]/[C:16]1[CH:17]=[CH:18][CH:19]=[CH:20][CH:21]=1)[C:8]([OH:26])=[O:9], predict the reactants needed to synthesize it. The reactants are: [CH3:1][O:2][CH2:3][O:4][C:5]1[CH:6]=[C:7]([CH:10]=[C:11]([O:22][CH2:23][O:24][CH3:25])[C:12]=1[CH2:13]/[CH:14]=[CH:15]/[C:16]1[CH:21]=[CH:20][CH:19]=[CH:18][CH:17]=1)[CH:8]=[O:9].[OH-:26].[Na+].